Dataset: Catalyst prediction with 721,799 reactions and 888 catalyst types from USPTO. Task: Predict which catalyst facilitates the given reaction. (1) Reactant: Cl.Cl.Cl.[O:4]1[C:12]2[CH:11]=[CH:10][N:9]=[C:8]([N:13]3[CH2:18][CH2:17][N:16]([CH2:19][CH2:20][C@H:21]4[CH2:26][CH2:25][C@H:24]([NH2:27])[CH2:23][CH2:22]4)[CH2:15][CH2:14]3)[C:7]=2[CH:6]=[CH:5]1.[C:28](O)(=[O:31])[CH2:29][CH3:30].CCN(C(C)C)C(C)C.CN(C(ON1N=NC2C=CC=CC1=2)=[N+](C)C)C.[B-](F)(F)(F)F.C([O-])(O)=O.[Na+]. Product: [O:4]1[C:12]2[CH:11]=[CH:10][N:9]=[C:8]([N:13]3[CH2:18][CH2:17][N:16]([CH2:19][CH2:20][C@H:21]4[CH2:26][CH2:25][C@H:24]([NH:27][C:28](=[O:31])[CH2:29][CH3:30])[CH2:23][CH2:22]4)[CH2:15][CH2:14]3)[C:7]=2[CH:6]=[CH:5]1. The catalyst class is: 3. (2) Reactant: [OH:1][CH:2]1[CH2:7][CH:6]([CH3:8])[NH:5][CH2:4][CH:3]1[C:9]([O:11][CH3:12])=[O:10].C([O-])(O)=O.[Na+].[CH3:18][C:19]([O:22][C:23](O[C:23]([O:22][C:19]([CH3:21])([CH3:20])[CH3:18])=[O:24])=[O:24])([CH3:21])[CH3:20].C(OCC)(=O)C. Product: [OH:1][CH:2]1[CH2:7][CH:6]([CH3:8])[N:5]([C:23]([O:22][C:19]([CH3:21])([CH3:20])[CH3:18])=[O:24])[CH2:4][CH:3]1[C:9]([O:11][CH3:12])=[O:10]. The catalyst class is: 20. (3) Reactant: [Br:1][C:2]1[CH:3]=[C:4]([CH:8]=[CH:9][C:10]=1[OH:11])[C:5](O)=[O:6].C[N:13](C=O)C.C(Cl)(=O)C(Cl)=O. Product: [Br:1][C:2]1[CH:3]=[C:4]([CH:8]=[CH:9][C:10]=1[OH:11])[C:5]([NH2:13])=[O:6]. The catalyst class is: 2. (4) Reactant: [I-].[K+].C[Si](C)(C)Cl.[CH2:8]([C:10]1[CH:11]=[C:12]([C:19]2[O:23][C:22]([C:24]([N:26]3[CH2:31][CH2:30][N:29]([C:32]4[CH:37]=[CH:36][CH:35]=[CH:34][CH:33]=4)[CH2:28][CH2:27]3)=[O:25])=[CH:21][CH:20]=2)[C:13]([CH3:18])=[N:14][C:15]=1[O:16]C)[CH3:9]. Product: [CH2:8]([C:10]1[C:15](=[O:16])[NH:14][C:13]([CH3:18])=[C:12]([C:19]2[O:23][C:22]([C:24]([N:26]3[CH2:31][CH2:30][N:29]([C:32]4[CH:33]=[CH:34][CH:35]=[CH:36][CH:37]=4)[CH2:28][CH2:27]3)=[O:25])=[CH:21][CH:20]=2)[CH:11]=1)[CH3:9]. The catalyst class is: 47. (5) Reactant: C[O:2][C:3]1[CH:4]=[C:5]2[C:9](=[CH:10][CH:11]=1)[CH2:8][CH:7]([C:12]([O:14][CH3:15])=[O:13])[CH2:6]2.B(Br)(Br)Br. Product: [OH:2][C:3]1[CH:4]=[C:5]2[C:9](=[CH:10][CH:11]=1)[CH2:8][CH:7]([C:12]([O:14][CH3:15])=[O:13])[CH2:6]2. The catalyst class is: 4. (6) Product: [C:1]([CH:3]1[CH2:4][N:5]([C:7](=[O:49])[C@H:8]([NH:10][C:11]([C:13]2[C:21]3[C:16](=[N:17][CH:18]=[C:19]([C:22]4[C:30]5[C:25](=[CH:26][C:27]([Cl:31])=[CH:28][CH:29]=5)[N:24]([CH2:32][CH2:33][OH:34])[N:23]=4)[N:20]=3)[NH:15][CH:14]=2)=[O:12])[CH3:9])[CH2:6]1)#[N:2]. Reactant: [C:1]([CH:3]1[CH2:6][N:5]([C:7](=[O:49])[C@H:8]([NH:10][C:11]([C:13]2[C:21]3[C:16](=[N:17][CH:18]=[C:19]([C:22]4[C:30]5[C:25](=[CH:26][C:27]([Cl:31])=[CH:28][CH:29]=5)[N:24]([CH2:32][CH2:33][O:34]C5CCCCO5)[N:23]=4)[N:20]=3)[N:15](COCC[Si](C)(C)C)[CH:14]=2)=[O:12])[CH3:9])[CH2:4]1)#[N:2].C(O)(C(F)(F)F)=O. The catalyst class is: 2. (7) Reactant: [CH3:1][O:2][C:3](=[O:11])[C:4]1[CH:9]=[CH:8][CH:7]=[CH:6][C:5]=1F.[CH:12]1([NH2:18])[CH2:17][CH2:16][CH2:15][CH2:14][CH2:13]1.O. Product: [CH:12]1([NH:18][C:5]2[CH:6]=[CH:7][CH:8]=[CH:9][C:4]=2[C:3]([O:2][CH3:1])=[O:11])[CH2:17][CH2:16][CH2:15][CH2:14][CH2:13]1. The catalyst class is: 16. (8) Reactant: Br[C:2]1[S:3][C:4]([Br:7])=[CH:5][N:6]=1.[OH:8][C:9]1[CH:16]=[CH:15][C:12]([CH:13]=[O:14])=[CH:11][CH:10]=1.C(=O)([O-])[O-].[K+].[K+].O. Product: [Br:7][C:4]1[S:3][C:2]([O:8][C:9]2[CH:16]=[CH:15][C:12]([CH:13]=[O:14])=[CH:11][CH:10]=2)=[N:6][CH:5]=1. The catalyst class is: 3. (9) Reactant: [Si:1]([O:8][C@H:9]([CH3:23])[CH2:10][O:11][N:12]1C(=O)C2C(=CC=CC=2)C1=O)([C:4]([CH3:7])([CH3:6])[CH3:5])([CH3:3])[CH3:2].CNN. Product: [Si:1]([O:8][C@H:9]([CH3:23])[CH2:10][O:11][NH2:12])([C:4]([CH3:7])([CH3:6])[CH3:5])([CH3:3])[CH3:2]. The catalyst class is: 343. (10) Reactant: C(OC([N:11]1[C:20]2[C:15](=[CH:16][CH:17]=[CH:18][CH:19]=2)[C@@H:14]([O:21][Si:22]([C:25]([CH3:28])([CH3:27])[CH3:26])([CH3:24])[CH3:23])[CH2:13][CH2:12]1)=O)C1C=CC=CC=1. Product: [Si:22]([O:21][C@@H:14]1[C:15]2[C:20](=[CH:19][CH:18]=[CH:17][CH:16]=2)[NH:11][CH2:12][CH2:13]1)([C:25]([CH3:28])([CH3:27])[CH3:26])([CH3:24])[CH3:23]. The catalyst class is: 178.